Dataset: Forward reaction prediction with 1.9M reactions from USPTO patents (1976-2016). Task: Predict the product of the given reaction. The product is: [Cl:1][C:2]1[C:3]([C:8]([NH:62][C:55]2[CH:54]=[C:53]([C:48]3[CH:49]=[CH:50][CH:51]=[C:52]4[C:47]=3[CH:46]=[CH:45][NH:44]4)[CH:61]=[C:60]3[C:56]=2[CH:57]=[N:58][NH:59]3)=[O:10])=[N:4][CH:5]=[CH:6][CH:7]=1. Given the reactants [Cl:1][C:2]1[C:3]([C:8]([OH:10])=O)=[N:4][CH:5]=[CH:6][CH:7]=1.CN(C(ON1N=NC2C=CC=NC1=2)=[N+](C)C)C.F[P-](F)(F)(F)(F)F.CCN(C(C)C)C(C)C.[NH:44]1[C:52]2[C:47](=[C:48]([C:53]3[CH:54]=[C:55]([NH2:62])[C:56]4[CH:57]=[N:58][NH:59][C:60]=4[CH:61]=3)[CH:49]=[CH:50][CH:51]=2)[CH:46]=[CH:45]1, predict the reaction product.